This data is from Reaction yield outcomes from USPTO patents with 853,638 reactions. The task is: Predict the reaction yield, written as a fraction of the theoretical maximum amount of product (1.0 means a 100% yield; for example, 0.34 means a 34% yield). (1) The reactants are Br[CH2:2][C:3]1[CH:8]=[CH:7][CH:6]=[CH:5][C:4]=1[N+:9]([O-:11])=[O:10].[CH3:12][C:13]1([CH3:27])[C:17]([CH3:19])([CH3:18])[O:16][B:15]([C:20]2[CH:25]=[CH:24][C:23]([OH:26])=[CH:22][CH:21]=2)[O:14]1. No catalyst specified. The product is [CH3:18][C:17]1([CH3:19])[C:13]([CH3:12])([CH3:27])[O:14][B:15]([C:20]2[CH:25]=[CH:24][C:23]([O:26][CH2:2][C:3]3[CH:8]=[CH:7][CH:6]=[CH:5][C:4]=3[N+:9]([O-:11])=[O:10])=[CH:22][CH:21]=2)[O:16]1. The yield is 0.620. (2) The reactants are [O:1]=[C:2]1[NH:6][C:5]2[CH:7]=[CH:8][C:9]([C:11]([OH:13])=O)=[CH:10][C:4]=2[S:3]1.[CH2:14]1[C@H:23]2[C@H:18]([CH2:19][CH2:20][C:21]3[CH:27]=[CH:26][CH:25]=[CH:24][C:22]=32)[NH:17][CH2:16][CH2:15]1.F[P-](F)(F)(F)(F)F.N1(OC(N(C)C)=[N+](C)C)C2N=CC=CC=2N=N1. No catalyst specified. The product is [CH2:14]1[C@H:23]2[C@H:18]([CH2:19][CH2:20][C:21]3[CH:27]=[CH:26][CH:25]=[CH:24][C:22]=32)[N:17]([C:11]([C:9]2[CH:8]=[CH:7][C:5]3[NH:6][C:2](=[O:1])[S:3][C:4]=3[CH:10]=2)=[O:13])[CH2:16][CH2:15]1. The yield is 0.560. (3) The reactants are [Cl:1][C:2]1[CH:3]=[C:4]([CH2:9][OH:10])[CH:5]=[N:6][C:7]=1[I:8]. The catalyst is C(Cl)Cl. The product is [Cl:1][C:2]1[CH:3]=[C:4]([CH:9]=[O:10])[CH:5]=[N:6][C:7]=1[I:8]. The yield is 0.670. (4) The reactants are [NH2:1][CH:2]([C:5]1[N:6]([CH2:19][C:20]2[CH:25]=[CH:24][CH:23]=[CH:22][CH:21]=2)[C:7](=[O:18])[C:8]2[C:13]([C:14]([F:17])([F:16])[F:15])=[N:12][O:11][C:9]=2[N:10]=1)[CH2:3][CH3:4].[C:26]([O:30][C:31](=[O:37])[NH:32][CH2:33][CH2:34][CH:35]=O)([CH3:29])([CH3:28])[CH3:27].[BH-](OC(C)=O)(OC(C)=O)OC(C)=O.[Na+].O. The catalyst is CO. The product is [C:26]([O:30][C:31](=[O:37])[NH:32][CH2:33][CH2:34][CH2:35][NH:1][CH:2]([C:5]1[N:6]([CH2:19][C:20]2[CH:21]=[CH:22][CH:23]=[CH:24][CH:25]=2)[C:7](=[O:18])[C:8]2[C:13]([C:14]([F:16])([F:15])[F:17])=[N:12][O:11][C:9]=2[N:10]=1)[CH2:3][CH3:4])([CH3:29])([CH3:28])[CH3:27]. The yield is 0.530. (5) The catalyst is C1COCC1.Cl[Pd](Cl)([P](C1C=CC=CC=1)(C1C=CC=CC=1)C1C=CC=CC=1)[P](C1C=CC=CC=1)(C1C=CC=CC=1)C1C=CC=CC=1.CCCCC. The reactants are [C:1]1([CH3:11])[CH:6]=[C:5](C)[CH:4]=[C:3](C)[C:2]=1[Mg]Br.[C:12]1(=O)[CH2:18][CH2:17]C[CH2:15][CH2:14][CH2:13]1.P(Cl)(OC1C=CC=CC=1)(OC1C=CC=CC=1)=O.C1([Mg]Cl)C=CC=CC=1.Cl. The yield is 0.430. The product is [C:1]1([C:11]2[CH2:15][CH2:14][CH2:13][CH2:12][CH2:18][CH:17]=2)[CH:2]=[CH:3][CH:4]=[CH:5][CH:6]=1. (6) The reactants are [CH2:1]([O:3][C:4]([C:6]1[C:7]([CH3:26])=[C:8]([C:19]([O:21][C:22]([CH3:25])([CH3:24])[CH3:23])=[O:20])[NH:9][C:10]=1[CH2:11][CH2:12][CH2:13]OS(C)(=O)=O)=[O:5])[CH3:2].[N:27]1([CH2:33][CH2:34][NH2:35])[CH2:32][CH2:31][O:30][CH2:29][CH2:28]1.C(OCC)(=O)C. The catalyst is O.[Cl-].[Na+].O. The product is [CH2:1]([O:3][C:4]([C:6]1[C:7]([CH3:26])=[C:8]([C:19]([O:21][C:22]([CH3:25])([CH3:24])[CH3:23])=[O:20])[NH:9][C:10]=1[CH2:11][CH2:12][CH2:13][NH:35][CH2:34][CH2:33][N:27]1[CH2:32][CH2:31][O:30][CH2:29][CH2:28]1)=[O:5])[CH3:2]. The yield is 0.870. (7) The reactants are [Cl:1][C:2]1[N:10]=[C:9]2[C:5]([N:6]=[CH:7][NH:8]2)=[C:4]([NH:11][CH2:12][C:13]2[CH:18]=[CH:17][C:16]([O:19][CH3:20])=[C:15]([O:21][CH3:22])[CH:14]=2)[N:3]=1.[H-].[Na+].[CH:25]1(Br)[CH2:29][CH2:28][CH2:27][CH2:26]1.O. The catalyst is CN(C=O)C. The product is [Cl:1][C:2]1[N:10]=[C:9]2[C:5]([N:6]=[CH:7][N:8]2[CH:25]2[CH2:29][CH2:28][CH2:27][CH2:26]2)=[C:4]([NH:11][CH2:12][C:13]2[CH:18]=[CH:17][C:16]([O:19][CH3:20])=[C:15]([O:21][CH3:22])[CH:14]=2)[N:3]=1. The yield is 0.465.